This data is from Full USPTO retrosynthesis dataset with 1.9M reactions from patents (1976-2016). The task is: Predict the reactants needed to synthesize the given product. Given the product [CH2:32]([O:31][C:27]([C:28]1[O:13][N:12]=[C:11]([C:10]2[CH:14]=[CH:15][C:7]([O:6][CH2:5][C:4]3[CH:16]=[CH:17][CH:18]=[C:2]([F:1])[CH:3]=3)=[CH:8][CH:9]=2)[CH:29]=1)=[O:30])[CH3:33], predict the reactants needed to synthesize it. The reactants are: [F:1][C:2]1[CH:3]=[C:4]([CH:16]=[CH:17][CH:18]=1)[CH2:5][O:6][C:7]1[CH:15]=[CH:14][C:10]([CH:11]=[N:12][OH:13])=[CH:9][CH:8]=1.ClN1C(=O)CCC1=O.[C:27]([O:31][CH2:32][CH3:33])(=[O:30])[C:28]#[CH:29].C(N(CC)CC)C.